The task is: Predict the reactants needed to synthesize the given product.. This data is from Full USPTO retrosynthesis dataset with 1.9M reactions from patents (1976-2016). (1) Given the product [NH2:1][CH:2]([CH2:7][CH2:8][CH2:9][CH2:10][CH2:11][CH2:12][CH3:13])[CH2:3][C:4]([O:6][CH2:14][CH3:15])=[O:5], predict the reactants needed to synthesize it. The reactants are: [NH2:1][C@@H:2]([CH2:7][CH2:8][CH2:9][CH2:10][CH2:11][CH2:12][CH3:13])[CH2:3][C:4]([OH:6])=[O:5].[C:14](OCC)(=O)[CH:15]=CCCCCCCC. (2) The reactants are: [OH:1][C:2]1[CH:3]=[C:4]([CH2:12][C:13]([OH:15])=[O:14])[CH:5]=[C:6]([C:8]([F:11])([F:10])[F:9])[CH:7]=1.[Cl:16][C:17]1[CH:22]=[C:21]([S:23]([CH2:26][C:27]2[CH:32]=[CH:31][C:30]([F:33])=[CH:29][CH:28]=2)(=[O:25])=[O:24])[CH:20]=[CH:19][C:18]=1F. Given the product [Cl:16][C:17]1[CH:22]=[C:21]([S:23]([CH2:26][C:27]2[CH:28]=[CH:29][C:30]([F:33])=[CH:31][CH:32]=2)(=[O:25])=[O:24])[CH:20]=[CH:19][C:18]=1[O:1][C:2]1[CH:3]=[C:4]([CH2:12][C:13]([OH:15])=[O:14])[CH:5]=[C:6]([C:8]([F:9])([F:10])[F:11])[CH:7]=1, predict the reactants needed to synthesize it. (3) Given the product [NH2:17][C@@H:5]([CH2:6][C@H:7]([CH3:16])[CH2:8][CH2:9][CH:10]1[CH2:11][CH2:12][CH2:13][CH2:14][CH2:15]1)[CH2:4][C:3]([OH:18])=[O:2], predict the reactants needed to synthesize it. The reactants are: C[O:2][C:3](=[O:18])[CH2:4][C@@H:5]([NH2:17])[CH2:6][C@H:7]([CH3:16])[CH2:8][CH2:9][CH:10]1[CH2:15][CH2:14][CH2:13][CH2:12][CH2:11]1. (4) Given the product [Cl:3][C:4]1[N:9]=[N:8][C:7]([C:10]2([C:11]#[N:12])[CH2:15][CH2:14]2)=[CH:6][CH:5]=1, predict the reactants needed to synthesize it. The reactants are: [OH-].[Na+].[Cl:3][C:4]1[N:9]=[N:8][C:7]([CH2:10][C:11]#[N:12])=[CH:6][CH:5]=1.Br[CH2:14][CH2:15]Br.